Dataset: hERG Central: cardiac toxicity at 1µM, 10µM, and general inhibition. Task: Predict hERG channel inhibition at various concentrations. (1) The compound is O=C(CSc1nc(=O)n(CCCN2CCOCC2)c2c1CCC2)Nc1ccc([N+](=O)[O-])cc1. Results: hERG_inhib (hERG inhibition (general)): blocker. (2) Results: hERG_inhib (hERG inhibition (general)): blocker. The drug is CCn1cc(/C=C(\NC(=O)c2ccccc2F)C(=O)NCCCn2ccnc2)c2ccccc21. (3) The drug is Cc1ccc(NC(=O)CSc2nnc(Cc3ccccc3)c(=O)[nH]2)c(C)c1. Results: hERG_inhib (hERG inhibition (general)): blocker. (4) The drug is Cc1ccc2[nH]c(=O)c(CN(CCCN(C)C)C(=O)Nc3ccc(Cl)cc3)cc2c1. Results: hERG_inhib (hERG inhibition (general)): blocker.